Dataset: NCI-60 drug combinations with 297,098 pairs across 59 cell lines. Task: Regression. Given two drug SMILES strings and cell line genomic features, predict the synergy score measuring deviation from expected non-interaction effect. (1) Drug 1: C1CCC(CC1)NC(=O)N(CCCl)N=O. Drug 2: C#CCC(CC1=CN=C2C(=N1)C(=NC(=N2)N)N)C3=CC=C(C=C3)C(=O)NC(CCC(=O)O)C(=O)O. Cell line: SF-539. Synergy scores: CSS=5.00, Synergy_ZIP=-5.30, Synergy_Bliss=-8.31, Synergy_Loewe=-43.9, Synergy_HSA=-7.09. (2) Drug 1: COC1=C(C=C2C(=C1)N=CN=C2NC3=CC(=C(C=C3)F)Cl)OCCCN4CCOCC4. Drug 2: CCC(=C(C1=CC=CC=C1)C2=CC=C(C=C2)OCCN(C)C)C3=CC=CC=C3.C(C(=O)O)C(CC(=O)O)(C(=O)O)O. Cell line: MALME-3M. Synergy scores: CSS=30.2, Synergy_ZIP=1.46, Synergy_Bliss=2.30, Synergy_Loewe=-12.3, Synergy_HSA=1.11. (3) Drug 1: C1CN1P(=S)(N2CC2)N3CC3. Drug 2: CCN(CC)CCNC(=O)C1=C(NC(=C1C)C=C2C3=C(C=CC(=C3)F)NC2=O)C. Cell line: NCI/ADR-RES. Synergy scores: CSS=9.08, Synergy_ZIP=-1.07, Synergy_Bliss=3.84, Synergy_Loewe=-4.79, Synergy_HSA=-0.219. (4) Drug 1: C1CCN(CC1)CCOC2=CC=C(C=C2)C(=O)C3=C(SC4=C3C=CC(=C4)O)C5=CC=C(C=C5)O. Drug 2: CN(C(=O)NC(C=O)C(C(C(CO)O)O)O)N=O. Cell line: NCI-H522. Synergy scores: CSS=-5.88, Synergy_ZIP=4.19, Synergy_Bliss=1.25, Synergy_Loewe=-4.97, Synergy_HSA=-4.43.